Dataset: Catalyst prediction with 721,799 reactions and 888 catalyst types from USPTO. Task: Predict which catalyst facilitates the given reaction. (1) Reactant: Cl.[NH2:2][CH2:3][C:4]1[CH:12]=[CH:11][CH:10]=[C:9]2[C:5]=1[C:6](=[O:22])[N:7]([CH:14]1[CH2:19][CH2:18][C:17](=[O:20])[NH:16][C:15]1=[O:21])[C:8]2=[O:13].N12CCCN=C1CCCCC2.[F:34][CH:35]([F:46])[O:36][C:37]1[CH:38]=[C:39]([CH:43]=[CH:44][CH:45]=1)[C:40](O)=[O:41].Cl.CN(C)CCCN=C=NCC. Product: [F:34][CH:35]([F:46])[O:36][C:37]1[CH:38]=[C:39]([CH:43]=[CH:44][CH:45]=1)[C:40]([NH:2][CH2:3][C:4]1[CH:12]=[CH:11][CH:10]=[C:9]2[C:5]=1[C:6](=[O:22])[N:7]([CH:14]1[CH2:19][CH2:18][C:17](=[O:20])[NH:16][C:15]1=[O:21])[C:8]2=[O:13])=[O:41]. The catalyst class is: 23. (2) Reactant: [CH2:1]([Mg]Br)[CH2:2][CH2:3][CH2:4][CH2:5][CH3:6].[Br:9][C:10]1[CH:17]=[CH:16][C:13]([CH:14]=[O:15])=[CH:12][CH:11]=1. Product: [Br:9][C:10]1[CH:17]=[CH:16][C:13]([CH:14]([OH:15])[CH2:1][CH2:2][CH2:3][CH2:4][CH2:5][CH3:6])=[CH:12][CH:11]=1. The catalyst class is: 1. (3) The catalyst class is: 1. Product: [F:15][C:2]([F:1])([F:14])[C:3]1[NH:13][C:6]2=[N:7][CH:8]=[C:9]([CH2:11][NH2:12])[CH:10]=[C:5]2[CH:4]=1. Reactant: [F:1][C:2]([F:15])([F:14])[C:3]1[NH:13][C:6]2=[N:7][CH:8]=[C:9]([C:11]#[N:12])[CH:10]=[C:5]2[CH:4]=1.CO. (4) Reactant: [C:1]([C:5]1[CH:10]=[CH:9][C:8]([C:11]2[N:15]([CH3:16])[N:14]=[C:13]([C:17](=[N:19][NH:20][C:21]([C:23]3[S:27][C:26]([C:28]([O:30]C)=[O:29])=[CH:25][CH:24]=3)=[O:22])[CH3:18])[C:12]=2[OH:32])=[CH:7][CH:6]=1)([CH3:4])([CH3:3])[CH3:2].[OH-].[Na+].Cl. Product: [C:1]([C:5]1[CH:10]=[CH:9][C:8]([C:11]2[N:15]([CH3:16])[N:14]=[C:13]([C:17](=[N:19][NH:20][C:21]([C:23]3[S:27][C:26]([C:28]([OH:30])=[O:29])=[CH:25][CH:24]=3)=[O:22])[CH3:18])[C:12]=2[OH:32])=[CH:7][CH:6]=1)([CH3:2])([CH3:3])[CH3:4]. The catalyst class is: 5. (5) Reactant: Cl[C:2]1[N:7]=[C:6]([S:8][CH3:9])[N:5]=[C:4]([N:10]2[C:14]3[CH:15]=[CH:16][CH:17]=[CH:18][C:13]=3[N:12]=[C:11]2[CH:19]([F:21])[F:20])[CH:3]=1.[C:22]([O:26][C:27](=[O:36])[NH:28][C@H:29]1[CH2:34][CH2:33][C@H:32]([OH:35])[CH2:31][CH2:30]1)([CH3:25])([CH3:24])[CH3:23].C(=O)([O-])[O-].[Cs+].[Cs+].O. Product: [C:22]([O:26][C:27](=[O:36])[NH:28][C@H:29]1[CH2:30][CH2:31][C@H:32]([O:35][C:2]2[CH:3]=[C:4]([N:10]3[C:14]4[CH:15]=[CH:16][CH:17]=[CH:18][C:13]=4[N:12]=[C:11]3[CH:19]([F:21])[F:20])[N:5]=[C:6]([S:8][CH3:9])[N:7]=2)[CH2:33][CH2:34]1)([CH3:25])([CH3:23])[CH3:24]. The catalyst class is: 80. (6) Reactant: Cl[C:2]1[C:11]2[C:6](=[CH:7][CH:8]=[C:9]([CH3:12])[CH:10]=2)[N:5]=[C:4]([N:13]2[CH2:19][C:18]3[CH:20]=[CH:21][CH:22]=[CH:23][C:17]=3[S:16](=[O:25])(=[O:24])[CH2:15][CH2:14]2)[CH:3]=1.[NH2:26][C@H:27]1[CH2:31][NH:30][CH2:29][C@H:28]1[OH:32]. Product: [NH2:26][C@H:27]1[CH2:31][N:30]([C:2]2[C:11]3[C:6](=[CH:7][CH:8]=[C:9]([CH3:12])[CH:10]=3)[N:5]=[C:4]([N:13]3[CH2:19][C:18]4[CH:20]=[CH:21][CH:22]=[CH:23][C:17]=4[S:16](=[O:25])(=[O:24])[CH2:15][CH2:14]3)[CH:3]=2)[CH2:29][C@H:28]1[OH:32]. The catalyst class is: 51.